This data is from Reaction yield outcomes from USPTO patents with 853,638 reactions. The task is: Predict the reaction yield, written as a fraction of the theoretical maximum amount of product (1.0 means a 100% yield; for example, 0.34 means a 34% yield). (1) The reactants are [C:1]([O:9][C@@H:10]1[C@H:14]([CH2:15][O:16][C:17](=[O:24])[C:18]2[CH:23]=[CH:22][CH:21]=[CH:20][CH:19]=2)[O:13][C@H:12]([N:25]2[CH:33]=[N:32][C:31]3[C:26]2=[N:27][CH:28]=[N:29][C:30]=3[NH2:34])[C@H:11]1O)(=[O:8])[C:2]1[CH:7]=[CH:6][CH:5]=[CH:4][CH:3]=1.O(C(Cl)=S)C1C=CC=CC=1.[H-].C[Si]([SiH]([Si](C)(C)C)[Si](C)(C)C)(C)C. The catalyst is C(#N)C.CN(C)C1C=CN=CC=1.O1CCOCC1. The product is [C:1]([O:9][C@@H:10]1[C@H:14]([CH2:15][O:16][C:17](=[O:24])[C:18]2[CH:23]=[CH:22][CH:21]=[CH:20][CH:19]=2)[O:13][C@H:12]([N:25]2[CH:33]=[N:32][C:31]3[C:26]2=[N:27][CH:28]=[N:29][C:30]=3[NH2:34])[CH2:11]1)(=[O:8])[C:2]1[CH:3]=[CH:4][CH:5]=[CH:6][CH:7]=1. The yield is 0.960. (2) The catalyst is C(#N)C.CN(C)C1C=CN=CC=1. The reactants are [CH2:1]([C:3]1[CH:4]=[CH:5][CH:6]=[C:7]2[C:11]=1[NH:10][CH:9]=[CH:8]2)[CH3:2].[C:12](O[C:12]([O:14][C:15]([CH3:18])([CH3:17])[CH3:16])=[O:13])([O:14][C:15]([CH3:18])([CH3:17])[CH3:16])=[O:13]. The yield is 1.00. The product is [C:15]([O:14][C:12]([N:10]1[C:11]2[C:7](=[CH:6][CH:5]=[CH:4][C:3]=2[CH2:1][CH3:2])[CH:8]=[CH:9]1)=[O:13])([CH3:18])([CH3:17])[CH3:16].